The task is: Predict the product of the given reaction.. This data is from Forward reaction prediction with 1.9M reactions from USPTO patents (1976-2016). Given the reactants [CH3:1][C:2]1[N:7]=[C:6]([CH:8]=[O:9])[CH:5]=[CH:4][CH:3]=1.[CH:10]1(CC(C2C=CC=CN=2)O)C[CH2:11]1, predict the reaction product. The product is: [CH3:1][C:2]1[N:7]=[C:6]([CH:8]([OH:9])[CH2:10][CH3:11])[CH:5]=[CH:4][CH:3]=1.